From a dataset of Full USPTO retrosynthesis dataset with 1.9M reactions from patents (1976-2016). Predict the reactants needed to synthesize the given product. Given the product [CH3:1][O:2][C:3]1[CH:8]=[CH:7][CH:6]=[CH:5][C:4]=1[C:9]1[N:17]2[C:12]([CH:13]=[N:14][C:15]([NH:19][C:20]3[CH:21]=[CH:22][C:23]4[N:27]=[C:26]([CH2:28][OH:29])[NH:25][C:24]=4[CH:30]=3)=[N:16]2)=[CH:11][CH:10]=1, predict the reactants needed to synthesize it. The reactants are: [CH3:1][O:2][C:3]1[CH:8]=[CH:7][CH:6]=[CH:5][C:4]=1[C:9]1[N:17]2[C:12]([CH:13]=[N:14][C:15](O)=[N:16]2)=[CH:11][CH:10]=1.[NH2:19][C:20]1[CH:21]=[CH:22][C:23]2[N:27]=[C:26]([CH2:28][OH:29])[NH:25][C:24]=2[CH:30]=1.C1(N)C(F)=C(F)C(F)=C(N)C=1F.Cl.Cl.